Predict the product of the given reaction. From a dataset of Forward reaction prediction with 1.9M reactions from USPTO patents (1976-2016). (1) Given the reactants [F:1][C:2]1[CH:3]=[C:4]([OH:11])[CH:5]=[CH:6][C:7]=1[N+:8]([O-:10])=[O:9].C(=O)([O-])[O-].[K+].[K+].Br[CH2:19][C:20]([O:22][CH3:23])=[O:21].CN(C)C=O, predict the reaction product. The product is: [F:1][C:2]1[CH:3]=[C:4]([O:11][CH2:19][C:20]([O:22][CH3:23])=[O:21])[CH:5]=[CH:6][C:7]=1[N+:8]([O-:10])=[O:9]. (2) Given the reactants [CH3:1][S:2]([NH2:5])(=[O:4])=[O:3].C(N(CC)CC)C.[C:13](Cl)(=[O:17])[O:14][CH2:15][CH3:16], predict the reaction product. The product is: [CH3:1][S:2]([NH:5][C:13](=[O:17])[O:14][CH2:15][CH3:16])(=[O:4])=[O:3]. (3) The product is: [CH3:3][C:2]([OH:41])([C:4]1[C:9]([CH2:10][CH2:11][C@@H:12]([S:32][CH2:33][C:34]2([CH2:37][C:38]([OH:40])=[O:39])[CH2:35][CH2:36]2)[C:13]2[CH:18]=[C:17](/[CH:19]=[CH:20]/[C:21]3[CH:22]=[CH:23][C:24]4[CH:25]=[CH:26][C:27]([Cl:31])=[CH:28][C:29]=4[N:30]=3)[CH:16]=[CH:15][CH:14]=2)=[CH:8][CH:7]=[CH:6][CH:5]=1)[CH3:1].[CH2:52]1[CH2:53][CH2:54][CH:49]([NH:48][CH:42]2[CH2:47][CH2:46][CH2:45][CH2:44][CH2:43]2)[CH2:50][CH2:51]1. Given the reactants [CH3:1][C:2]([OH:41])([C:4]1[CH:5]=[CH:6][CH:7]=[CH:8][C:9]=1[CH2:10][CH2:11][C@@H:12]([S:32][CH2:33][C:34]1([CH2:37][C:38]([OH:40])=[O:39])[CH2:36][CH2:35]1)[C:13]1[CH:14]=[CH:15][CH:16]=[C:17](/[CH:19]=[CH:20]/[C:21]2[CH:22]=[CH:23][C:24]3[CH:25]=[CH:26][C:27]([Cl:31])=[CH:28][C:29]=3[N:30]=2)[CH:18]=1)[CH3:3].[CH:42]1([NH:48][CH:49]2[CH2:54][CH2:53][CH2:52][CH2:51][CH2:50]2)[CH2:47][CH2:46][CH2:45][CH2:44][CH2:43]1, predict the reaction product. (4) Given the reactants [C:1]([C:6]1[N:10]2[C:11]([CH2:15]Cl)=[CH:12][CH:13]=[CH:14][C:9]2=[N:8][CH:7]=1)([O:3]CC)=O.[C:17]([O:21][C:22]([N:24]1[CH2:29][CH2:28][CH:27]([CH2:30][NH2:31])[CH2:26][CH2:25]1)=[O:23])([CH3:20])([CH3:19])[CH3:18].C(N(CC)CC)C, predict the reaction product. The product is: [C:17]([O:21][C:22]([N:24]1[CH2:29][CH2:28][CH:27]([CH2:30][N:31]2[CH2:15][C:11]3[N:10]4[C:6](=[CH:7][N:8]=[C:9]4[CH:14]=[CH:13][CH:12]=3)[C:1]2=[O:3])[CH2:26][CH2:25]1)=[O:23])([CH3:20])([CH3:19])[CH3:18]. (5) Given the reactants [H-].[Al+3].[Li+].[H-].[H-].[H-].[CH2:7]([C:15]1[O:16][C:17]2[CH:23]=[C:22]([C:24](OCC)=[O:25])[CH:21]=[CH:20][C:18]=2[CH:19]=1)[CH2:8][CH2:9][CH2:10][CH2:11][CH2:12][CH2:13][CH3:14].O.[OH-].[Na+], predict the reaction product. The product is: [CH2:7]([C:15]1[O:16][C:17]2[CH:23]=[C:22]([CH2:24][OH:25])[CH:21]=[CH:20][C:18]=2[CH:19]=1)[CH2:8][CH2:9][CH2:10][CH2:11][CH2:12][CH2:13][CH3:14]. (6) Given the reactants [CH2:1]([N:8]1[C@@H:13]2[C@H:14]([C:16]3[N:20]([CH3:21])[N:19]=[N:18][N:17]=3)[CH2:15][C@@:9]1([C:39]1[CH:44]=[CH:43][CH:42]=[CH:41][CH:40]=1)[C@H:10]([O:22][C:23](=O)[C:24]1[CH:29]=[C:28]([C:30]([F:33])([F:32])[F:31])[CH:27]=[C:26]([C:34]([F:37])([F:36])[F:35])[CH:25]=1)[CH2:11][CH2:12]2)[C:2]1[CH:7]=[CH:6][CH:5]=[CH:4][CH:3]=1.[CH2:45](OCC)C, predict the reaction product. The product is: [CH2:1]([N:8]1[C@@H:13]2[C@H:14]([C:16]3[N:20]([CH3:21])[N:19]=[N:18][N:17]=3)[CH2:15][C@@:9]1([C:39]1[CH:40]=[CH:41][CH:42]=[CH:43][CH:44]=1)[C@H:10]([O:22][C:23]([C:24]1[CH:25]=[C:26]([C:34]([F:36])([F:37])[F:35])[CH:27]=[C:28]([C:30]([F:33])([F:32])[F:31])[CH:29]=1)=[CH2:45])[CH2:11][CH2:12]2)[C:2]1[CH:3]=[CH:4][CH:5]=[CH:6][CH:7]=1.